From a dataset of Forward reaction prediction with 1.9M reactions from USPTO patents (1976-2016). Predict the product of the given reaction. (1) Given the reactants [CH2:1]([C:8]1[CH:35]=[CH:34][CH:33]=[CH:32][C:9]=1[O:10][CH2:11][CH2:12][CH2:13][NH:14][CH:15]([C:24]1[CH:29]=[CH:28][C:27]([O:30][CH3:31])=[CH:26][CH:25]=1)[C:16]1[CH:21]=[CH:20][C:19]([O:22][CH3:23])=[CH:18][CH:17]=1)[C:2]1[CH:7]=[CH:6][CH:5]=[CH:4][CH:3]=1.Br[CH2:37][C:38]#[N:39], predict the reaction product. The product is: [CH2:1]([C:8]1[CH:35]=[CH:34][CH:33]=[CH:32][C:9]=1[O:10][CH2:11][CH2:12][CH2:13][N:14]([CH2:37][C:38]#[N:39])[CH:15]([C:24]1[CH:25]=[CH:26][C:27]([O:30][CH3:31])=[CH:28][CH:29]=1)[C:16]1[CH:21]=[CH:20][C:19]([O:22][CH3:23])=[CH:18][CH:17]=1)[C:2]1[CH:3]=[CH:4][CH:5]=[CH:6][CH:7]=1. (2) The product is: [O:27]1[CH:18]=[CH:17][CH:16]=[C:25]1[CH:24]=[C:21]1[CH2:20][CH2:19][C:18]2[C:23](=[CH:24][CH:25]=[C:16]([O:15][CH2:14][CH2:13][C:11]3[N:10]=[CH:9][NH:8][CH:12]=3)[CH:17]=2)[C:22]1=[O:26]. Given the reactants C(OC([N:8]1[CH:12]=[C:11]([CH2:13][CH2:14][O:15][C:16]2[CH:25]=[CH:24][C:23]3[C:22](=[O:26])[CH2:21][CH2:20][CH2:19][C:18]=3[CH:17]=2)[N:10]=[CH:9]1)=O)(C)(C)C.[OH-:27].[K+], predict the reaction product. (3) Given the reactants C(O)(C(F)(F)F)=O.[NH:8]1[C:12]2[CH:13]=[CH:14][CH:15]=[CH:16][C:11]=2[N:10]=[C:9]1[C:17]1[C:25]2[C:20](=[CH:21][CH:22]=[C:23]([NH:26][C:27]([CH:29]3[CH2:34][CH2:33][C:32]([F:36])([F:35])[CH2:31][CH2:30]3)=[O:28])[CH:24]=2)[N:19](C2CCCCO2)[N:18]=1, predict the reaction product. The product is: [NH:10]1[C:11]2[CH:16]=[CH:15][CH:14]=[CH:13][C:12]=2[N:8]=[C:9]1[C:17]1[C:25]2[C:20](=[CH:21][CH:22]=[C:23]([NH:26][C:27]([CH:29]3[CH2:30][CH2:31][C:32]([F:36])([F:35])[CH2:33][CH2:34]3)=[O:28])[CH:24]=2)[NH:19][N:18]=1. (4) Given the reactants [BH4-].[Na+].C[O:4][C:5](=O)[C:6]([OH:15])([C:11]([F:14])([F:13])[F:12])[C:7]([F:10])([F:9])[F:8].CN1CC=C(C2SC=CC=2)CC1, predict the reaction product. The product is: [F:8][C:7]([F:9])([F:10])[C:6]([C:11]([F:12])([F:14])[F:13])([OH:15])[CH2:5][OH:4]. (5) Given the reactants [CH3:1][O:2][C:3](=[O:26])[CH2:4][C@H:5]1[C:9]2[CH:10]=[CH:11][C:12]([O:14][C@H:15]3[C:23]4[C:18](=[C:19]([OH:25])[CH:20]=[CH:21][C:22]=4[F:24])[CH2:17][CH2:16]3)=[CH:13][C:8]=2[O:7][CH2:6]1.[C:27]([NH:30][C:31]1[CH:36]=[CH:35][C:34](B(O)O)=[CH:33][CH:32]=1)(=[O:29])[CH3:28], predict the reaction product. The product is: [CH3:1][O:2][C:3](=[O:26])[CH2:4][C@H:5]1[C:9]2[CH:10]=[CH:11][C:12]([O:14][C@H:15]3[C:23]4[C:18](=[C:19]([O:25][C:34]5[CH:35]=[CH:36][C:31]([NH:30][C:27](=[O:29])[CH3:28])=[CH:32][CH:33]=5)[CH:20]=[CH:21][C:22]=4[F:24])[CH2:17][CH2:16]3)=[CH:13][C:8]=2[O:7][CH2:6]1. (6) Given the reactants Br[C:2]1[C:11]([O:12][CH:13]([CH3:15])[CH3:14])=[C:10]2[C:5]([CH:6]=[CH:7][C:8]([CH3:16])=[N:9]2)=[CH:4][CH:3]=1.[C:17]([Zn]C#N)#[N:18].O.C(OCC)(=O)C, predict the reaction product. The product is: [CH:13]([O:12][C:11]1[C:2]([C:17]#[N:18])=[CH:3][CH:4]=[C:5]2[C:10]=1[N:9]=[C:8]([CH3:16])[CH:7]=[CH:6]2)([CH3:15])[CH3:14]. (7) Given the reactants [C:1]([C:3]1[S:4][C:5]2[C:11]([C:12]#[N:13])=[C:10](/[N:14]=[CH:15]/[N:16](C)C)[CH:9]=[CH:8][C:6]=2[N:7]=1)#[N:2].N[C:20]1[CH:25]=[CH:24][C:23]([CH3:26])=[CH:22][CH:21]=1.[K+].[Br-], predict the reaction product. The product is: [C:23]1([CH3:26])[CH:24]=[CH:25][C:20]([NH:13][C:12]2[C:11]3[C:10](=[CH:9][CH:8]=[C:6]4[N:7]=[C:3]([C:1]#[N:2])[S:4][C:5]4=3)[N:14]=[CH:15][N:16]=2)=[CH:21][CH:22]=1.